From a dataset of Ames mutagenicity test results for genotoxicity prediction. Regression/Classification. Given a drug SMILES string, predict its toxicity properties. Task type varies by dataset: regression for continuous values (e.g., LD50, hERG inhibition percentage) or binary classification for toxic/non-toxic outcomes (e.g., AMES mutagenicity, cardiotoxicity, hepatotoxicity). Dataset: ames. (1) The compound is CCNC(=O)/C=C/c1ccc([N+](=O)[O-])o1. The result is 1 (mutagenic). (2) The molecule is CC(C)=CC1C(C(=O)OCN2C(=O)C3=C(CCCC3)C2=O)C1(C)C. The result is 1 (mutagenic). (3) The compound is N#[N+]c1nc[nH]c1C(N)=O. The result is 1 (mutagenic). (4) The molecule is CC(F)(F)F. The result is 0 (non-mutagenic). (5) The drug is Cc1cccc(NO)c1. The result is 1 (mutagenic). (6) The compound is CC(=O)Nc1ccc2ncccc2c1. The result is 1 (mutagenic).